Dataset: Full USPTO retrosynthesis dataset with 1.9M reactions from patents (1976-2016). Task: Predict the reactants needed to synthesize the given product. Given the product [C:11](=[O:12])([O-:17])[NH2:10].[C:18]([CH2:20][C@@H:21]1[O:26][CH2:25][C@@H:24]([NH:27][C:28](=[O:34])[O:29][C:30]([CH3:32])([CH3:31])[CH3:33])[CH2:23][CH2:22]1)#[N:19], predict the reactants needed to synthesize it. The reactants are: C(/C=C1/CC[C@H]([NH:10][C:11](=[O:17])[O:12]C(C)(C)C)CO/1)#N.[C:18](/[CH:20]=[C:21]1\[CH2:22][CH2:23][C@H:24]([NH:27][C:28](=[O:34])[O:29][C:30]([CH3:33])([CH3:32])[CH3:31])[CH2:25][O:26]\1)#[N:19].[H][H].